Dataset: Forward reaction prediction with 1.9M reactions from USPTO patents (1976-2016). Task: Predict the product of the given reaction. (1) Given the reactants [CH3:1][S:2](Cl)(=[O:4])=[O:3].[Cl:6][C:7]1[C:8]([CH2:17][O:18][C:19]2[CH:28]=[CH:27][C:26]3[CH2:25][C:24]([CH3:30])([CH3:29])[CH2:23][CH2:22][C:21]=3[CH:20]=2)=[CH:9][C:10]2[O:14][N:13]=[C:12]([NH2:15])[C:11]=2[CH:16]=1.C(N(CC)CC)C, predict the reaction product. The product is: [Cl:6][C:7]1[C:8]([CH2:17][O:18][C:19]2[CH:28]=[CH:27][C:26]3[CH2:25][C:24]([CH3:30])([CH3:29])[CH2:23][CH2:22][C:21]=3[CH:20]=2)=[CH:9][C:10]2[O:14][N:13]=[C:12]([NH:15][S:2]([CH3:1])(=[O:4])=[O:3])[C:11]=2[CH:16]=1. (2) Given the reactants [Cl:1][C:2]1[CH:3]=[C:4]([CH:9]=[CH:10][C:11]=1[CH2:12][N:13]1[C:21]2[C:16](=[CH:17][CH:18]=[CH:19][CH:20]=2)[C:15]([C:22]2[N:27]=[C:26]([NH:28][C:29]3[CH:34]=[CH:33][N:32]=[CH:31][CH:30]=3)[C:25]([O:35][CH3:36])=[CH:24][N:23]=2)=[N:14]1)[C:5]([O:7]C)=[O:6].[OH-].[Na+].C(O)(=O)C, predict the reaction product. The product is: [Cl:1][C:2]1[CH:3]=[C:4]([CH:9]=[CH:10][C:11]=1[CH2:12][N:13]1[C:21]2[C:16](=[CH:17][CH:18]=[CH:19][CH:20]=2)[C:15]([C:22]2[N:27]=[C:26]([NH:28][C:29]3[CH:34]=[CH:33][N:32]=[CH:31][CH:30]=3)[C:25]([O:35][CH3:36])=[CH:24][N:23]=2)=[N:14]1)[C:5]([OH:7])=[O:6]. (3) The product is: [CH3:22][CH:23]([OH:38])[C:24]1[CH:29]=[CH:28][CH:27]=[CH:26][CH:25]=1. Given the reactants N1(C(N2CCC(OC3N=CN=C(N4[C:29]5[C:24](=[CH:25][C:26](S(C)(=O)=O)=[CH:27][CH:28]=5)[CH2:23][CH2:22]4)C=3)CC2)=O)C=CN=C1.CC([OH:38])CC, predict the reaction product.